From a dataset of Full USPTO retrosynthesis dataset with 1.9M reactions from patents (1976-2016). Predict the reactants needed to synthesize the given product. (1) Given the product [C:4]([Si:1]([CH3:3])([CH3:2])[O:9][CH:10]1[CH2:15][CH2:14][CH:13]([CH2:16][OH:17])[CH2:12][CH2:11]1)([CH3:7])([CH3:6])[CH3:5], predict the reactants needed to synthesize it. The reactants are: [Si:1](Cl)([C:4]([CH3:7])([CH3:6])[CH3:5])([CH3:3])[CH3:2].[OH:9][CH:10]1[CH2:15][CH2:14][CH:13]([C:16](OCC)=[O:17])[CH2:12][CH2:11]1.N1C=CN=C1.CC(C[Al]CC(C)C)C. (2) Given the product [Cl:70][C:52]1[C:53]([C:55]2[CH:60]=[CH:59][CH:58]=[C:57]([NH:61][CH2:62][C:63]3[CH:68]=[CH:67][CH:66]=[C:65]([F:69])[CH:64]=3)[N:56]=2)=[CH:54][C:49]([NH:48][C@H:45]2[CH2:44][CH2:43][C@H:42]([NH:41][C:4](=[O:5])[CH2:3][N:2]([CH3:7])[CH3:1])[CH2:47][CH2:46]2)=[N:50][CH:51]=1, predict the reactants needed to synthesize it. The reactants are: [CH3:1][N:2]([CH3:7])[CH2:3][C:4](O)=[O:5].CCN(C(C)C)C(C)C.CN(C(ON1N=NC2C=CC=NC1=2)=[N+](C)C)C.F[P-](F)(F)(F)(F)F.[NH2:41][C@H:42]1[CH2:47][CH2:46][C@H:45]([NH:48][C:49]2[CH:54]=[C:53]([C:55]3[CH:60]=[CH:59][CH:58]=[C:57]([NH:61][CH2:62][C:63]4[CH:68]=[CH:67][CH:66]=[C:65]([F:69])[CH:64]=4)[N:56]=3)[C:52]([Cl:70])=[CH:51][N:50]=2)[CH2:44][CH2:43]1. (3) Given the product [C:1]1([C:23]2[CH:28]=[CH:27][CH:26]=[CH:25][CH:24]=2)[CH:2]=[CH:3][C:4]([C:7]([N:9]2[C:15]3[CH:16]=[CH:17][CH:18]=[CH:19][C:14]=3[CH2:13][N:12]3[C:20]([C:31](=[O:32])[C:30]([Cl:35])([Cl:34])[Cl:29])=[CH:21][CH:22]=[C:11]3[CH2:10]2)=[O:8])=[CH:5][CH:6]=1, predict the reactants needed to synthesize it. The reactants are: [C:1]1([C:23]2[CH:28]=[CH:27][CH:26]=[CH:25][CH:24]=2)[CH:6]=[CH:5][C:4]([C:7]([N:9]2[C:15]3[CH:16]=[CH:17][CH:18]=[CH:19][C:14]=3[CH2:13][N:12]3[CH:20]=[CH:21][CH:22]=[C:11]3[CH2:10]2)=[O:8])=[CH:3][CH:2]=1.[Cl:29][C:30]([Cl:35])([Cl:34])[C:31](Cl)=[O:32].O.